From a dataset of Full USPTO retrosynthesis dataset with 1.9M reactions from patents (1976-2016). Predict the reactants needed to synthesize the given product. (1) Given the product [C:10]1([C@H:7]([OH:9])[CH3:8])[C:19]2[C:14](=[CH:15][CH:16]=[CH:17][CH:18]=2)[CH:13]=[CH:12][CH:11]=1, predict the reactants needed to synthesize it. The reactants are: [OH-].[K+].CC(O)C.[C:7]([C:10]1[C:19]2[C:14](=[CH:15][CH:16]=[CH:17][CH:18]=2)[CH:13]=[CH:12][CH:11]=1)(=[O:9])[CH3:8].[H][H]. (2) Given the product [C:21]([NH:24][CH2:25][CH2:26][N:27]1[C:35]2[C:30]([CH2:31][CH:32]=[C:33]([O:36][CH3:37])[CH:34]=2)=[CH:29][CH:28]1[C:38]([NH:4][CH2:3][CH2:8][CH3:7])=[O:40])(=[O:23])[CH3:22], predict the reactants needed to synthesize it. The reactants are: [I-].Cl[C:3]1[CH:8]=[CH:7]C=C[N+:4]=1C.C(N(CC)CC)C.C(N)CC.[C:21]([NH:24][CH2:25][CH2:26][N:27]1[C:35]2[C:30](=[CH:31][CH:32]=[C:33]([O:36][CH3:37])[CH:34]=2)[CH:29]=[C:28]1[C:38]([OH:40])=O)(=[O:23])[CH3:22]. (3) Given the product [CH3:23][O:25][C:22]1[CH:21]=[CH:20][CH:19]=[CH:18][C:17]=1[C:15]1[CH:14]=[C:3]([C:2]([OH:11])=[O:34])[C:4]2[C:9](=[CH:8][CH:7]=[CH:6][CH:5]=2)[N:1]=1, predict the reactants needed to synthesize it. The reactants are: [NH:1]1[C:9]2[C:4](=[CH:5][CH:6]=[CH:7][CH:8]=2)[C:3](=O)[C:2]1=[O:11].CO[CH2:14][C:15]([C:17]1[CH:22]=[CH:21][CH:20]=[CH:19][CH:18]=1)=O.[C:23](C1C=CC(=O)NC=1C)(=[O:25])C.[OH2:34]. (4) Given the product [CH2:10]([O:9][Si:8]([O:12][CH2:13][CH3:14])([O:7][CH2:5][CH3:6])[O:15][CH2:16][CH3:17])[CH3:11], predict the reactants needed to synthesize it. The reactants are: C(O)C.O.[CH2:5]([O:7][Si:8]([O:15][CH2:16][CH3:17])([O:12][CH2:13][CH3:14])[O:9][CH2:10][CH3:11])[CH3:6].CCO.O. (5) Given the product [CH3:45][N:41]1[C:42]([CH3:44])=[CH:43][C:38]([C:17]2[CH:16]=[CH:15][C:14]([C@@H:11]([N:7]3[CH2:6][CH2:5][C@:4]([CH2:3][C:2]([OH:1])([CH3:35])[CH3:36])([C:29]4[CH:34]=[CH:33][CH:32]=[CH:31][CH:30]=4)[O:9][C:8]3=[O:10])[CH3:12])=[CH:19][CH:18]=2)=[CH:39][C:40]1=[O:46], predict the reactants needed to synthesize it. The reactants are: [OH:1][C:2]([CH3:36])([CH3:35])[CH2:3][C@@:4]1([C:29]2[CH:34]=[CH:33][CH:32]=[CH:31][CH:30]=2)[O:9][C:8](=[O:10])[N:7]([C@H:11]([C:14]2[CH:19]=[CH:18][C:17](B3OC(C)(C)C(C)(C)O3)=[CH:16][CH:15]=2)[CH2:12]C)[CH2:6][CH2:5]1.Br[C:38]1[CH:43]=[C:42]([CH3:44])[N:41]([CH3:45])[C:40](=[O:46])[CH:39]=1.